Dataset: Forward reaction prediction with 1.9M reactions from USPTO patents (1976-2016). Task: Predict the product of the given reaction. Given the reactants [NH2:1][C:2]1[S:3][CH:4]=[CH:5][N:6]=1.N1C=CC=C[C:8]=1C#CC1SC(C=O)=CC=1.[CH3:22][C:23]([N+:30]#[C-:31])([CH2:25][C:26]([CH3:29])([CH3:28])[CH3:27])[CH3:24].Cl(O)(=O)(=O)=O.C([O-])([O-])=O.[Na+].[Na+], predict the reaction product. The product is: [CH3:22][C:23]([NH:30][C:31]1[N:6]2[C:2]([S:3][CH:4]=[CH:5]2)=[N:1][CH:8]=1)([CH2:25][C:26]([CH3:29])([CH3:28])[CH3:27])[CH3:24].